From a dataset of Full USPTO retrosynthesis dataset with 1.9M reactions from patents (1976-2016). Predict the reactants needed to synthesize the given product. (1) Given the product [CH3:32][N:31]([CH3:33])[C:30]([CH2:29][O:28][C:22]1[C:21]([F:35])=[C:20]([CH:6]([NH:7][C:8]2[CH:9]=[CH:10][C:11]([C:14]3[N:18]=[C:17]([CH3:19])[O:16][N:15]=3)=[CH:12][CH:13]=2)[C:5]2[NH:4][C:3](=[O:38])[N:40]([C:42]3[CH:50]=[CH:49][CH:48]=[CH:47][C:43]=3[C:44]([OH:46])=[O:45])[N:41]=2)[CH:25]=[C:24]([CH2:26][CH3:27])[CH:23]=1)=[O:34], predict the reactants needed to synthesize it. The reactants are: CO[C:3](=[O:38])[N:4]=[C:5](SC)[C:6]([C:20]1[CH:25]=[C:24]([CH2:26][CH3:27])[CH:23]=[C:22]([O:28][CH2:29][C:30](=[O:34])[N:31]([CH3:33])[CH3:32])[C:21]=1[F:35])=[N:7][C:8]1[CH:13]=[CH:12][C:11]([C:14]2[N:18]=[C:17]([CH3:19])[O:16][N:15]=2)=[CH:10][CH:9]=1.Cl.[NH:40]([C:42]1[CH:50]=[CH:49][CH:48]=[CH:47][C:43]=1[C:44]([OH:46])=[O:45])[NH2:41]. (2) Given the product [CH3:1][O:2][C:3](=[O:36])[CH2:4][CH2:5][CH2:6]/[CH:7]=[CH:8]\[CH2:9][C@H:10]1[C:14](=[O:15])[CH2:13][CH2:12][C@@H:11]1/[CH:16]=[CH:17]/[C@@H:18]([O:28][Si:29]([C:32]([CH3:34])([CH3:33])[CH3:35])([CH3:30])[CH3:31])[CH2:19][CH2:20][C:21]1[S:22][C:23]([CH3:27])=[C:24]([Br:26])[CH:25]=1, predict the reactants needed to synthesize it. The reactants are: [CH3:1][O:2][C:3](=[O:36])[CH2:4][CH2:5][CH2:6]/[CH:7]=[CH:8]\[CH2:9][C@H:10]1[C:14](=[O:15])[CH:13]=[CH:12][C@@H:11]1/[CH:16]=[CH:17]/[C@@H:18]([O:28][Si:29]([C:32]([CH3:35])([CH3:34])[CH3:33])([CH3:31])[CH3:30])[CH2:19][CH2:20][C:21]1[S:22][C:23]([CH3:27])=[C:24]([Br:26])[CH:25]=1. (3) Given the product [C:18]([C:14]1[CH:13]=[C:12]([CH:17]=[CH:16][CH:15]=1)[O:11][C@@H:4]([C:5]1[CH:10]=[CH:9][CH:8]=[CH:7][CH:6]=1)[CH2:3][CH2:2][N:35]1[CH2:36][CH2:37][CH:32]([C:28]2[CH:27]=[C:26]([NH:25][C:23](=[O:24])[CH:22]([CH3:21])[CH3:38])[CH:31]=[CH:30][CH:29]=2)[CH2:33][CH2:34]1)(=[O:20])[CH3:19], predict the reactants needed to synthesize it. The reactants are: Cl[CH2:2][CH2:3][C@@H:4]([O:11][C:12]1[CH:13]=[C:14]([C:18](=[O:20])[CH3:19])[CH:15]=[CH:16][CH:17]=1)[C:5]1[CH:10]=[CH:9][CH:8]=[CH:7][CH:6]=1.[CH3:21][CH:22]([CH3:38])[C:23]([NH:25][C:26]1[CH:31]=[CH:30][CH:29]=[C:28]([CH:32]2[CH2:37][CH2:36][NH:35][CH2:34][CH2:33]2)[CH:27]=1)=[O:24].[Na+].[I-].C([O-])([O-])=O.[K+].[K+].